This data is from Full USPTO retrosynthesis dataset with 1.9M reactions from patents (1976-2016). The task is: Predict the reactants needed to synthesize the given product. (1) Given the product [Cl:6][CH2:7][CH2:8][C:9]([C:11]1[CH:16]=[CH:15][CH:14]=[CH:13][CH:12]=1)([OH:10])[CH2:1][CH3:2], predict the reactants needed to synthesize it. The reactants are: [CH2:1]([Zn]CC)[CH3:2].[Cl:6][CH2:7][CH2:8][C:9]([C:11]1[CH:16]=[CH:15][CH:14]=[CH:13][CH:12]=1)=[O:10]. (2) Given the product [NH2:1][C:4]1[CH:9]=[C:8]([O:10][CH2:11][CH2:12][CH3:13])[CH:7]=[CH:6][C:5]=1[NH:14][C:15](=[O:23])[CH2:16][CH:17]1[CH2:22][CH2:21][CH2:20][CH2:19][NH:18]1, predict the reactants needed to synthesize it. The reactants are: [N+:1]([C:4]1[CH:9]=[C:8]([O:10][CH2:11][CH2:12][CH3:13])[CH:7]=[CH:6][C:5]=1[NH:14][C:15](=[O:23])[CH2:16][CH:17]1[CH2:22][CH2:21][CH2:20][CH2:19][NH:18]1)([O-])=O. (3) Given the product [CH3:1][NH:2][S:3]([C:6]1[CH:11]=[CH:10][CH:9]=[C:8]([NH:12][C:13]2[CH:18]=[C:17]([NH:19][C:20]3[CH:25]=[CH:24][CH:23]=[C:22]([C:26]4[CH:31]=[CH:30][C:29](=[O:32])[NH:28][CH:27]=4)[CH:21]=3)[N:16]=[CH:15][N:14]=2)[CH:7]=1)(=[O:5])=[O:4], predict the reactants needed to synthesize it. The reactants are: [CH3:1][NH:2][S:3]([C:6]1[CH:11]=[CH:10][CH:9]=[C:8]([NH:12][C:13]2[CH:18]=[C:17]([NH:19][C:20]3[CH:25]=[CH:24][CH:23]=[C:22]([C:26]4[CH:27]=[N:28][C:29]([O:32]C)=[CH:30][CH:31]=4)[CH:21]=3)[N:16]=[CH:15][N:14]=2)[CH:7]=1)(=[O:5])=[O:4]. (4) Given the product [CH3:1][O:2][C:3]1[CH:4]=[C:5]2[C:10](=[CH:11][CH:12]=1)[CH:9]=[C:8]([C@H:13]([CH3:17])[C:14]([O:16][CH2:19][P:20]([O:24][CH2:25][CH3:26])([O:21][CH2:22][CH3:23])=[O:27])=[O:15])[CH:7]=[CH:6]2, predict the reactants needed to synthesize it. The reactants are: [CH3:1][O:2][C:3]1[CH:4]=[C:5]2[C:10](=[CH:11][CH:12]=1)[CH:9]=[C:8]([C@H:13]([CH3:17])[C:14]([OH:16])=[O:15])[CH:7]=[CH:6]2.O[CH2:19][P:20](=[O:27])([O:24][CH2:25][CH3:26])[O:21][CH2:22][CH3:23].Cl.CN(C)CCCN=C=NCC.Cl. (5) Given the product [NH2:1][C:2]1[N:7]=[C:6]([N:8]2[CH2:29][CH2:28][C:11]3([CH2:15][NH:14][C@H:13]([C:23]([O:25][CH2:26][CH3:27])=[O:24])[CH2:12]3)[CH2:10][CH2:9]2)[CH:5]=[C:4]([CH2:30][O:31][C:32]2[CH:37]=[CH:36][C:35]([C:38]3[CH:46]=[C:45]4[C:41]([C:42]([CH3:47])=[N:43][NH:44]4)=[CH:40][CH:39]=3)=[CH:34][CH:33]=2)[N:3]=1, predict the reactants needed to synthesize it. The reactants are: [NH2:1][C:2]1[N:7]=[C:6]([N:8]2[CH2:29][CH2:28][C:11]3([CH2:15][N:14](C(OC(C)(C)C)=O)[C@H:13]([C:23]([O:25][CH2:26][CH3:27])=[O:24])[CH2:12]3)[CH2:10][CH2:9]2)[CH:5]=[C:4]([CH2:30][O:31][C:32]2[CH:37]=[CH:36][C:35]([C:38]3[CH:46]=[C:45]4[C:41]([C:42]([CH3:47])=[N:43][NH:44]4)=[CH:40][CH:39]=3)=[CH:34][CH:33]=2)[N:3]=1.C(O)(C(F)(F)F)=O. (6) Given the product [O:25]=[C:19]1[CH:18]([N:12]2[CH2:11][C:10]3[C:14](=[CH:15][CH:16]=[C:8]([CH2:7][NH:6][C:52](=[O:53])[C:51]([F:62])([F:50])[C:55]4[CH:56]=[CH:57][C:58]([F:61])=[CH:59][CH:60]=4)[CH:9]=3)[C:13]2=[O:17])[CH2:23][CH2:22][C:21](=[O:24])[NH:20]1, predict the reactants needed to synthesize it. The reactants are: CS(O)(=O)=O.[NH2:6][CH2:7][C:8]1[CH:9]=[C:10]2[C:14](=[CH:15][CH:16]=1)[C:13](=[O:17])[N:12]([CH:18]1[CH2:23][CH2:22][C:21](=[O:24])[NH:20][C:19]1=[O:25])[CH2:11]2.CN(C(ON1N=NC2C=CC=NC1=2)=[N+](C)C)C.F[P-](F)(F)(F)(F)F.[F:50][C:51]([F:62])([C:55]1[CH:60]=[CH:59][C:58]([F:61])=[CH:57][CH:56]=1)[C:52](O)=[O:53].C(N(C(C)C)C(C)C)C.